This data is from Reaction yield outcomes from USPTO patents with 853,638 reactions. The task is: Predict the reaction yield, written as a fraction of the theoretical maximum amount of product (1.0 means a 100% yield; for example, 0.34 means a 34% yield). (1) The reactants are [F:1][C:2]1[CH:7]=[CH:6][C:5]([N:8]2[CH2:13][CH2:12][N:11]([S:14]([C:17]3[C:26]4[C:21](=[CH:22][CH:23]=[CH:24][CH:25]=4)[C:20]([N:27]4[CH2:32][CH2:31][N:30](C(OC(C)(C)C)=O)[CH2:29][CH2:28]4)=[CH:19][CH:18]=3)(=[O:16])=[O:15])[C@H:10]([CH3:40])[CH2:9]2)=[C:4]([C:41]([F:44])([F:43])[F:42])[CH:3]=1.C(O)(C(F)(F)F)=O. The catalyst is C(Cl)Cl. The product is [F:1][C:2]1[CH:7]=[CH:6][C:5]([N:8]2[CH2:13][CH2:12][N:11]([S:14]([C:17]3[C:26]4[C:21](=[CH:22][CH:23]=[CH:24][CH:25]=4)[C:20]([N:27]4[CH2:28][CH2:29][NH:30][CH2:31][CH2:32]4)=[CH:19][CH:18]=3)(=[O:15])=[O:16])[C@H:10]([CH3:40])[CH2:9]2)=[C:4]([C:41]([F:44])([F:42])[F:43])[CH:3]=1. The yield is 0.873. (2) The reactants are [CH:1](=[N:8][NH:9][C:10]1[CH:19]=[CH:18][CH:17]=[CH:16][C:11]=1[C:12]([O:14][CH3:15])=[O:13])[C:2]1[CH:7]=[CH:6][CH:5]=[CH:4][CH:3]=1.Cl[CH:21]([C:27]([O-])=[O:28])[C:22]([O:24][CH2:25][CH3:26])=[O:23]. The catalyst is C1(C)C=CC=CC=1. The product is [CH:1](=[N:8][N:9]([C:10]1[CH:19]=[CH:18][CH:17]=[CH:16][C:11]=1[C:12]([O:14][CH3:15])=[O:13])[C:27](=[O:28])[CH2:21][C:22]([O:24][CH2:25][CH3:26])=[O:23])[C:2]1[CH:3]=[CH:4][CH:5]=[CH:6][CH:7]=1. The yield is 0.700. (3) The reactants are C(OC([NH:8][C@@H:9]([CH2:19][C:20]1[CH:21]=[N:22][C:23]([N:26]2[C:31](=[O:32])[C:30]3[CH:33]=[CH:34][N:35]=[CH:36][C:29]=3[N:28]([CH3:37])[C:27]2=[O:38])=[CH:24][CH:25]=1)[C:10]([O:12][CH:13]1[CH2:18][CH2:17][CH2:16][CH2:15][CH2:14]1)=[O:11])=O)(C)(C)C.Cl.C(OCC)(=O)C. The catalyst is C(OCC)(=O)C. The product is [CH3:37][N:28]1[C:29]2[CH:36]=[N:35][CH:34]=[CH:33][C:30]=2[C:31](=[O:32])[N:26]([C:23]2[N:22]=[CH:21][C:20]([CH2:19][C@@H:9]([C:10]([O:12][CH:13]3[CH2:14][CH2:15][CH2:16][CH2:17][CH2:18]3)=[O:11])[NH2:8])=[CH:25][CH:24]=2)[C:27]1=[O:38]. The yield is 0.870. (4) The reactants are [NH2:1][C@H:2]([C:8]([OH:10])=[O:9])[CH2:3][CH2:4][C:5]([OH:7])=[O:6].C([O-])([O-])=O.[K+].[K+].CO.S([N:26]=[N+:27]=[N-:28])(C(F)(F)F)(=O)=O. The catalyst is O. The product is [N:26]([NH:1][C@H:2]([C:8]([OH:10])=[O:9])[CH2:3][CH2:4][C:5]([OH:7])=[O:6])=[N+:27]=[N-:28]. The yield is 0.820. (5) The reactants are [NH2:1][CH2:2][C:3]1[N:4]=[C:5]([NH:8][C:9]([NH:11][C:12]2[CH:17]=[CH:16][C:15]([CH3:18])=[CH:14][C:13]=2[C:19]([CH:21]2[CH2:25][CH2:24][CH2:23][CH2:22]2)=[O:20])=[O:10])[S:6][CH:7]=1.[CH3:26][N:27]([CH3:32])[CH2:28][C:29](O)=[O:30]. No catalyst specified. The product is [CH:21]1([C:19]([C:13]2[CH:14]=[C:15]([CH3:18])[CH:16]=[CH:17][C:12]=2[NH:11][C:9](=[O:10])[NH:8][C:5]2[S:6][CH:7]=[C:3]([CH2:2][NH:1][C:29](=[O:30])[CH2:28][N:27]([CH3:32])[CH3:26])[N:4]=2)=[O:20])[CH2:25][CH2:24][CH2:23][CH2:22]1. The yield is 0.780.